Dataset: Full USPTO retrosynthesis dataset with 1.9M reactions from patents (1976-2016). Task: Predict the reactants needed to synthesize the given product. (1) Given the product [F:2][CH:1]([F:3])[O:5][C:6]1[CH:7]=[C:8]2[C:12](=[CH:13][CH:14]=1)[N:11]([C:15]1[CH:16]=[CH:17][C:18]([O:21][CH3:22])=[CH:19][CH:20]=1)[C:10]([CH3:23])=[C:9]2[C:24]([O:26][CH2:27][CH3:28])=[O:25], predict the reactants needed to synthesize it. The reactants are: [CH:1](Cl)([F:3])[F:2].[OH:5][C:6]1[CH:7]=[C:8]2[C:12](=[CH:13][CH:14]=1)[N:11]([C:15]1[CH:20]=[CH:19][C:18]([O:21][CH3:22])=[CH:17][CH:16]=1)[C:10]([CH3:23])=[C:9]2[C:24]([O:26][CH2:27][CH3:28])=[O:25].[OH-].[Na+].O. (2) The reactants are: [CH3:1][O:2][C:3]1[CH:8]=[CH:7][CH:6]=[C:5]([NH2:9])[CH:4]=1.Cl[CH2:11][CH2:12][O:13][CH2:14][CH2:15]Cl. Given the product [CH3:1][O:2][C:3]1[CH:4]=[C:5]([N:9]2[CH2:15][CH2:14][O:13][CH2:12][CH2:11]2)[CH:6]=[CH:7][CH:8]=1, predict the reactants needed to synthesize it. (3) Given the product [CH2:1]([N:3]([CH2:31][C:32]1[CH:37]=[CH:36][C:35]([O:38][CH2:42][CH2:43][N:45]([CH2:47][CH3:48])[CH3:46])=[C:34]([F:39])[CH:33]=1)[C:4]1[CH:9]=[C:8]([O:10][CH3:11])[C:7]([O:12][CH3:13])=[CH:6][C:5]=1[CH:14]1[CH2:23][CH2:22][C:21]2[CH:20]=[C:19]([OH:24])[CH:18]=[CH:17][C:16]=2[CH2:15]1)[CH3:2], predict the reactants needed to synthesize it. The reactants are: [CH2:1]([N:3]([C:31](=O)[C:32]1[CH:37]=[CH:36][C:35]([OH:38])=[C:34]([F:39])[CH:33]=1)[C:4]1[CH:9]=[C:8]([O:10][CH3:11])[C:7]([O:12][CH3:13])=[CH:6][C:5]=1[CH:14]1[CH2:23][CH2:22][C:21]2[CH:20]=[C:19]([O:24]C(=O)C(C)(C)C)[CH:18]=[CH:17][C:16]=2[CH2:15]1)[CH3:2].Cl[CH2:42][C:43]([N:45]([CH2:47][CH3:48])[CH3:46])=O. (4) Given the product [F:9][C:6]1[N:7]=[CH:8][C:3]([CH2:2][N:11]2[CH2:16][CH2:15][CH:14]([OH:17])[CH2:13][CH2:12]2)=[C:4]([I:10])[CH:5]=1, predict the reactants needed to synthesize it. The reactants are: Br[CH2:2][C:3]1[C:4]([I:10])=[CH:5][C:6]([F:9])=[N:7][CH:8]=1.[NH:11]1[CH2:16][CH2:15][CH:14]([OH:17])[CH2:13][CH2:12]1.C(N(C(C)C)CC)(C)C. (5) Given the product [Cl:28][C:26]1[CH:27]=[C:22]([CH2:21][O:20][C:11]2[C:12]3[C:17](=[CH:16][CH:15]=[CH:14][CH:13]=3)[CH:18]=[CH:19][C:10]=2[C:8]([NH:7][C:4]([CH3:6])([CH3:5])[C:3]([OH:2])=[O:30])=[O:9])[CH:23]=[N:24][C:25]=1[O:31][CH2:32][CH3:33], predict the reactants needed to synthesize it. The reactants are: C[O:2][C:3](=[O:30])[C:4]([NH:7][C:8]([C:10]1[CH:19]=[CH:18][C:17]2[C:12](=[CH:13][CH:14]=[CH:15][CH:16]=2)[C:11]=1[O:20][CH2:21][C:22]1[CH:23]=[N:24][C:25](Cl)=[C:26]([Cl:28])[CH:27]=1)=[O:9])([CH3:6])[CH3:5].[O-:31][CH2:32][CH3:33].[Na+].O.Cl. (6) The reactants are: [Cl:1][C:2]1[CH:7]=[C:6](Cl)[N:5]=[CH:4][C:3]=1[C:9]([O:11][CH3:12])=[O:10].[CH3:13][O-:14].[Na+].CO. Given the product [Cl:1][C:2]1[CH:7]=[C:6]([O:14][CH3:13])[N:5]=[CH:4][C:3]=1[C:9]([O:11][CH3:12])=[O:10], predict the reactants needed to synthesize it. (7) Given the product [C:1]([O:5][C:6]([N:8]1[C@@H:12]([CH2:13][F:14])[C@@H:11]([C:15]2[CH:20]=[CH:19][C:18]([S:25][CH3:24])=[CH:17][CH:16]=2)[O:10][C:9]1([CH3:23])[CH3:22])=[O:7])([CH3:4])([CH3:3])[CH3:2], predict the reactants needed to synthesize it. The reactants are: [C:1]([O:5][C:6]([N:8]1[C@@H:12]([CH2:13][F:14])[C@@H:11]([C:15]2[CH:20]=[CH:19][C:18](I)=[CH:17][CH:16]=2)[O:10][C:9]1([CH3:23])[CH3:22])=[O:7])([CH3:4])([CH3:3])[CH3:2].[CH3:24][S-:25].[Na+].[Na+].N1CCC[C@H]1C([O-])=O. (8) Given the product [Cl:30][C:27]1[C:28]([C:31]2[CH:36]=[C:35]([C:34]([NH2:39])=[O:45])[NH:37][CH:32]=2)=[C:9]2[CH:16]=[CH:15][NH:14][C:10]2=[N:11][CH:12]=1, predict the reactants needed to synthesize it. The reactants are: FC1N=C(C2C=[CH:12][N:11]=[C:10]3[N:14](S(C4C=CC(C)=CC=4)(=O)=O)[CH:15]=[CH:16][C:9]=23)C=CC=1.[CH2:27]([Cl:30])[CH2:28]Cl.[CH:31]1[CH:32]=C[C:34]2[N:39](O)N=[N:37][C:35]=2[CH:36]=1.CN(C=[O:45])C. (9) Given the product [CH3:1][N:2]([CH3:17])[C:3]1([C:11]2[CH:16]=[CH:15][CH:14]=[CH:13][CH:12]=2)[CH2:8][CH2:7][CH:6]([CH2:9][OH:10])[CH2:5][CH2:4]1, predict the reactants needed to synthesize it. The reactants are: [CH3:1][N:2]([CH3:17])[C:3]1([C:11]2[CH:16]=[CH:15][CH:14]=[CH:13][CH:12]=2)[CH2:8][CH2:7][CH:6]([CH:9]=[O:10])[CH2:5][CH2:4]1.[BH4-].[Na+].C(O)C. (10) The reactants are: Cl[C:2]1[N:11]=[C:10](Cl)[C:9]2[C:4](=[CH:5][CH:6]=[CH:7][CH:8]=2)[N:3]=1.[NH2:13][C:14]1[CH:19]=[CH:18][C:17]([CH3:20])=[CH:16][CH:15]=1.[CH3:21][C:22]1[CH:26]=[C:25]([CH3:27])[NH:24][N:23]=1. Given the product [CH3:21][C:22]1[CH:26]=[C:25]([CH3:27])[N:24]([C:2]2[N:11]=[C:10]([NH:13][C:14]3[CH:19]=[CH:18][C:17]([CH3:20])=[CH:16][CH:15]=3)[C:9]3[C:4](=[CH:5][CH:6]=[CH:7][CH:8]=3)[N:3]=2)[N:23]=1, predict the reactants needed to synthesize it.